This data is from Full USPTO retrosynthesis dataset with 1.9M reactions from patents (1976-2016). The task is: Predict the reactants needed to synthesize the given product. (1) Given the product [C:1]([O:5][C:6]([N:8]([CH2:29][O:30][CH2:31][CH2:32][Si:33]([CH3:36])([CH3:35])[CH3:34])[C:9]1[S:10][C@:11]2([C:24]([O:26][CH2:27][CH3:28])=[O:25])[C@H:12]([C@:13]([C:16]3[CH:21]=[CH:20][CH:19]=[C:18]([F:22])[C:17]=3[F:23])([CH3:15])[N:14]=1)[CH2:37]2)=[O:7])([CH3:4])([CH3:3])[CH3:2], predict the reactants needed to synthesize it. The reactants are: [C:1]([O:5][C:6]([N:8]([CH2:29][O:30][CH2:31][CH2:32][Si:33]([CH3:36])([CH3:35])[CH3:34])[C:9]1[S:10][C:11]([C:24]([O:26][CH2:27][CH3:28])=[O:25])=[CH:12][C@:13]([C:16]2[CH:21]=[CH:20][CH:19]=[C:18]([F:22])[C:17]=2[F:23])([CH3:15])[N:14]=1)=[O:7])([CH3:4])([CH3:3])[CH3:2].[CH2:37]1COCC1. (2) Given the product [CH:11]1([CH:10]([NH:17][C:18]2[CH:19]=[CH:20][C:21]([C:24]([N:26]([CH3:34])[CH2:27][CH2:28][C:29]([O:31][CH2:32][CH3:33])=[O:30])=[O:25])=[CH:22][CH:23]=2)[C:8]2[O:9][C:5]3[CH:4]=[CH:3][C:2]([C:44]4[C:39]([O:38][CH3:37])=[N:40][CH:41]=[CH:42][CH:43]=4)=[CH:36][C:6]=3[C:7]=2[CH3:35])[CH2:16][CH2:15][CH2:14][CH2:13][CH2:12]1, predict the reactants needed to synthesize it. The reactants are: Br[C:2]1[CH:3]=[CH:4][C:5]2[O:9][C:8]([CH:10]([NH:17][C:18]3[CH:23]=[CH:22][C:21]([C:24]([N:26]([CH3:34])[CH2:27][CH2:28][C:29]([O:31][CH2:32][CH3:33])=[O:30])=[O:25])=[CH:20][CH:19]=3)[CH:11]3[CH2:16][CH2:15][CH2:14][CH2:13][CH2:12]3)=[C:7]([CH3:35])[C:6]=2[CH:36]=1.[CH3:37][O:38][C:39]1[C:44](B(O)O)=[CH:43][CH:42]=[CH:41][N:40]=1.C(=O)([O-])[O-].[K+].[K+].